This data is from Reaction yield outcomes from USPTO patents with 853,638 reactions. The task is: Predict the reaction yield, written as a fraction of the theoretical maximum amount of product (1.0 means a 100% yield; for example, 0.34 means a 34% yield). (1) The reactants are [Br:1][C:2]1[CH:3]=[C:4]2[C:10](I)=[CH:9][N:8]([S:12]([C:15]3[CH:20]=[CH:19][C:18]([CH3:21])=[CH:17][CH:16]=3)(=[O:14])=[O:13])[C:5]2=[N:6][CH:7]=1.[CH3:22][O:23][C:24]1[CH:29]=[CH:28][CH:27]=[CH:26][C:25]=1B(O)O.C(#N)C.C([O-])([O-])=O.[Na+].[Na+]. The catalyst is CCOC(C)=O.Cl[Pd](Cl)([P](C1C=CC=CC=1)(C1C=CC=CC=1)C1C=CC=CC=1)[P](C1C=CC=CC=1)(C1C=CC=CC=1)C1C=CC=CC=1. The product is [Br:1][C:2]1[CH:3]=[C:4]2[C:10]([C:25]3[CH:26]=[CH:27][CH:28]=[CH:29][C:24]=3[O:23][CH3:22])=[CH:9][N:8]([S:12]([C:15]3[CH:20]=[CH:19][C:18]([CH3:21])=[CH:17][CH:16]=3)(=[O:14])=[O:13])[C:5]2=[N:6][CH:7]=1. The yield is 0.800. (2) The reactants are [CH2:1]([NH:4][C:5]1[S:6][C:7]2[CH:13]=[C:12]([O:14][C:15]([F:18])([F:17])[F:16])[CH:11]=[CH:10][C:8]=2[N:9]=1)[C:2]#[CH:3].Br[CH2:20][C:21]([C:23]1[CH:28]=[CH:27][C:26]([CH3:29])=[CH:25][CH:24]=1)=[O:22]. No catalyst specified. The product is [CH2:1]([N:4]([C:5]1[S:6][C:7]2[CH:13]=[C:12]([O:14][C:15]([F:18])([F:17])[F:16])[CH:11]=[CH:10][C:8]=2[N:9]=1)[CH2:20][C:21]([C:23]1[CH:28]=[CH:27][C:26]([CH3:29])=[CH:25][CH:24]=1)=[O:22])[C:2]#[CH:3]. The yield is 0.400. (3) The reactants are [CH3:1][C:2]1([CH3:15])[C:10]2[C:5](=[CH:6][C:7]([N+:11]([O-:13])=[O:12])=[CH:8][CH:9]=2)[NH:4][C:3]1=[O:14].[H-].[Na+].Br[CH2:19][CH3:20]. The catalyst is CN(C)C=O. The product is [CH2:19]([N:4]1[C:5]2[C:10](=[CH:9][CH:8]=[C:7]([N+:11]([O-:13])=[O:12])[CH:6]=2)[C:2]([CH3:15])([CH3:1])[C:3]1=[O:14])[CH3:20]. The yield is 0.870. (4) The catalyst is C(O)CO.O. The yield is 0.830. The product is [CH3:22][O:21][C:10]1[C:8]2[N:9]=[C:5]([NH2:4])[S:6][C:7]=2[C:13]([C:14]2[CH:19]=[CH:18][N:17]=[C:16]([CH3:20])[CH:15]=2)=[CH:12][CH:11]=1. The reactants are COC(=O)[NH:4][C:5]1[S:6][C:7]2[C:13]([C:14]3[CH:19]=[CH:18][N:17]=[C:16]([CH3:20])[CH:15]=3)=[CH:12][CH:11]=[C:10]([O:21][CH3:22])[C:8]=2[N:9]=1.[OH-].[K+].Cl. (5) The reactants are F[C:2]1[N:9]=[CH:8][CH:7]=[CH:6][C:3]=1[C:4]#[N:5].Cl.[F:11][C:12]1([F:16])[CH2:15][NH:14][CH2:13]1. No catalyst specified. The product is [F:11][C:12]1([F:16])[CH2:15][N:14]([C:2]2[N:9]=[CH:8][CH:7]=[CH:6][C:3]=2[C:4]#[N:5])[CH2:13]1. The yield is 0.840. (6) The reactants are [O:1]=[C:2]([C:6]1[N:14]2[C:9]([CH:10]=[CH:11][CH:12]=[CH:13]2)=[CH:8][C:7]=1[C:15]1[CH:20]=[CH:19][CH:18]=[CH:17][CH:16]=1)[C:3](Cl)=[O:4].[O:21]=[S:22]1(=[O:35])[CH2:27][CH2:26][N:25]([C:28]2[CH:33]=[CH:32][C:31]([NH2:34])=[CH:30][CH:29]=2)[CH2:24][CH2:23]1.C(N(CC)CC)C. The catalyst is C1COCC1. The product is [O:35]=[S:22]1(=[O:21])[CH2:23][CH2:24][N:25]([C:28]2[CH:29]=[CH:30][C:31]([NH:34][C:3](=[O:4])[C:2](=[O:1])[C:6]3[N:14]4[C:9]([CH:10]=[CH:11][CH:12]=[CH:13]4)=[CH:8][C:7]=3[C:15]3[CH:20]=[CH:19][CH:18]=[CH:17][CH:16]=3)=[CH:32][CH:33]=2)[CH2:26][CH2:27]1. The yield is 0.480.